This data is from Forward reaction prediction with 1.9M reactions from USPTO patents (1976-2016). The task is: Predict the product of the given reaction. (1) The product is: [O:1]=[C:2]1[C:11]([C:12]2[CH:16]=[CH:15][N:14]([C:37]3[CH:42]=[CH:41][CH:40]=[CH:39][CH:38]=3)[N:13]=2)=[CH:10][C:9]2[C:4](=[CH:5][C:6]([N:17]3[CH2:18][CH2:19][N:20]([C:23]([O:25][C:26]([CH3:29])([CH3:28])[CH3:27])=[O:24])[CH2:21][CH2:22]3)=[CH:7][CH:8]=2)[O:3]1. Given the reactants [O:1]=[C:2]1[C:11]([C:12]2[CH:16]=[CH:15][NH:14][N:13]=2)=[CH:10][C:9]2[C:4](=[CH:5][C:6]([N:17]3[CH2:22][CH2:21][N:20]([C:23]([O:25][C:26]([CH3:29])([CH3:28])[CH3:27])=[O:24])[CH2:19][CH2:18]3)=[CH:7][CH:8]=2)[O:3]1.C([O-])([O-])=O.[Cs+].[Cs+].I[C:37]1[CH:42]=[CH:41][CH:40]=[CH:39][CH:38]=1, predict the reaction product. (2) Given the reactants [Cl:1][C:2]1[CH:9]=[CH:8][C:7](F)=[CH:6][C:3]=1[C:4]#[N:5].C([O-])([O-])=O.[K+].[K+].[CH3:17][N:18]1[CH2:23][CH2:22][NH:21][CH2:20][CH2:19]1, predict the reaction product. The product is: [Cl:1][C:2]1[CH:9]=[CH:8][C:7]([N:21]2[CH2:22][CH2:23][N:18]([CH3:17])[CH2:19][CH2:20]2)=[CH:6][C:3]=1[C:4]#[N:5]. (3) The product is: [CH3:19][C:20]1[C:29]2[C:24](=[CH:25][CH:26]=[CH:27][CH:28]=2)[C:23]([C:2]2[C:15]3[C:16]4=[C:17]5[C:12](=[CH:13][CH:14]=3)[CH:11]=[CH:10][C:9]([C:2]3[C:15]6[C:16](=[CH:17][CH:12]=[CH:13][CH:14]=6)[C:5]([CH3:6])=[CH:4][CH:3]=3)=[C:8]5[CH:7]=[CH:6][C:5]4=[CH:4][CH:3]=2)=[CH:22][CH:21]=1. Given the reactants Br[C:2]1[C:15]2[C:16]3=[C:17]4[C:12](=[CH:13][CH:14]=2)[CH:11]=[CH:10][C:9](Br)=[C:8]4[CH:7]=[CH:6][C:5]3=[CH:4][CH:3]=1.[CH3:19][C:20]1[C:29]2[C:24](=[CH:25][CH:26]=[CH:27][CH:28]=2)[C:23](B(O)O)=[CH:22][CH:21]=1.P([O-])([O-])([O-])=O.[K+].[K+].[K+].CN(C)C=O, predict the reaction product. (4) Given the reactants [ClH:1].[CH3:2][O:3][C:4]([C:6]1([NH:12][CH3:13])[CH2:11][CH2:10][CH2:9][CH2:8][CH2:7]1)=[O:5].Cl.[CH3:15]N, predict the reaction product. The product is: [ClH:1].[CH3:2][O:3][C:4]([C:6]1([NH:12][CH2:13][CH3:15])[CH2:7][CH2:8][CH2:9][CH2:10][CH2:11]1)=[O:5].